Dataset: Forward reaction prediction with 1.9M reactions from USPTO patents (1976-2016). Task: Predict the product of the given reaction. (1) Given the reactants [OH:1][C:2]1[CH:3]=[C:4]([CH:19]=[CH:20][CH:21]=1)[CH2:5][NH:6][C:7]([C:9]1[CH:10]=[C:11]2[C:16](=[CH:17][CH:18]=1)[N:15]=[CH:14][CH:13]=[CH:12]2)=[O:8].CN(C)C=O.C(=O)([O-])[O-].[K+].[K+].O, predict the reaction product. The product is: [CH3:5][CH:4]([CH3:19])[CH2:3][CH2:2][O:1][C:2]1[CH:3]=[C:4]([CH:19]=[CH:20][CH:21]=1)[CH2:5][NH:6][C:7]([C:9]1[CH:10]=[C:11]2[C:16](=[CH:17][CH:18]=1)[N:15]=[CH:14][CH:13]=[CH:12]2)=[O:8]. (2) Given the reactants Br[C:2]1[C:11]2[C:6](=[CH:7][CH:8]=[CH:9][CH:10]=2)[CH:5]=[C:4]([S:12]([C:14]2[CH:19]=[CH:18][C:17]([F:20])=[CH:16][CH:15]=2)=[O:13])[N:3]=1.C1(P(C2C=CC=CC=2)C2C3OC4C(=CC=CC=4P(C4C=CC=CC=4)C4C=CC=CC=4)C(C)(C)C=3C=CC=2)C=CC=CC=1.[CH3:63][C:64]1[S:68][C:67]([NH2:69])=[N:66][CH:65]=1.C([O-])([O-])=O.[Na+].[Na+], predict the reaction product. The product is: [F:20][C:17]1[CH:18]=[CH:19][C:14]([S:12]([C:4]2[N:3]=[C:2]([NH:69][C:67]3[S:68][C:64]([CH3:63])=[CH:65][N:66]=3)[C:11]3[C:6]([CH:5]=2)=[CH:7][CH:8]=[CH:9][CH:10]=3)=[O:13])=[CH:15][CH:16]=1. (3) Given the reactants [CH2:1]([O:8][C:9]1[CH:14]=[CH:13][C:12]([CH2:15][C:16]#[CH:17])=[CH:11][CH:10]=1)[C:2]1[CH:7]=[CH:6][CH:5]=[CH:4][CH:3]=1.[N-:18]=[N+:19]=[N-:20].[Na+].I[C:23]1[C:24]([NH2:29])=[N:25][CH:26]=[CH:27][CH:28]=1.CN[C@H]1CCCC[C@@H]1NC.O=C1O[C@H]([C@H](CO)O)C([O-])=C1O.[Na+], predict the reaction product. The product is: [CH2:1]([O:8][C:9]1[CH:10]=[CH:11][C:12]([CH2:15][C:16]2[N:18]=[N:19][N:20]([C:23]3[C:24]([NH2:29])=[N:25][CH:26]=[CH:27][CH:28]=3)[CH:17]=2)=[CH:13][CH:14]=1)[C:2]1[CH:3]=[CH:4][CH:5]=[CH:6][CH:7]=1. (4) Given the reactants C([Li])(CC)C.[CH2:6]([N:8]([CH2:18][CH3:19])[C:9](=[O:17])[C:10]1[CH:15]=[CH:14][C:13]([CH3:16])=[CH:12][CH:11]=1)[CH3:7].CN([CH:23]=[O:24])C.Cl, predict the reaction product. The product is: [CH2:18]([N:8]([CH2:6][CH3:7])[C:9](=[O:17])[C:10]1[CH:15]=[CH:14][C:13]([CH3:16])=[CH:12][C:11]=1[CH:23]=[O:24])[CH3:19].